From a dataset of NCI-60 drug combinations with 297,098 pairs across 59 cell lines. Regression. Given two drug SMILES strings and cell line genomic features, predict the synergy score measuring deviation from expected non-interaction effect. Drug 1: C1C(C(OC1N2C=C(C(=O)NC2=O)F)CO)O. Drug 2: CCC1(CC2CC(C3=C(CCN(C2)C1)C4=CC=CC=C4N3)(C5=C(C=C6C(=C5)C78CCN9C7C(C=CC9)(C(C(C8N6C)(C(=O)OC)O)OC(=O)C)CC)OC)C(=O)OC)O.OS(=O)(=O)O. Cell line: A549. Synergy scores: CSS=36.5, Synergy_ZIP=-0.0931, Synergy_Bliss=-1.34, Synergy_Loewe=-3.68, Synergy_HSA=-1.93.